This data is from Forward reaction prediction with 1.9M reactions from USPTO patents (1976-2016). The task is: Predict the product of the given reaction. (1) Given the reactants CS(OC1CCN(C(OC(C)(C)C)=O)CC1)(=O)=O.[CH3:19][C:20]1[N:24]([CH:25]2[CH2:30][CH2:29][N:28](C(OC(C)(C)C)=O)[CH2:27][CH2:26]2)[N:23]=[CH:22][N:21]=1, predict the reaction product. The product is: [CH3:19][C:20]1[N:24]([CH:25]2[CH2:30][CH2:29][NH:28][CH2:27][CH2:26]2)[N:23]=[CH:22][N:21]=1. (2) The product is: [F:1][C:2]1[C:7]([F:8])=[CH:6][CH:5]=[CH:4][C:3]=1[C:9]1[N:17]=[C:12]2[CH:13]=[N:14][N:15]([CH2:19][C:20]3[CH:25]=[N:24][C:23]([C:26]4[CH:31]=[CH:30][C:29]([O:32][CH3:33])=[CH:28][C:27]=4[C:34]([F:36])([F:35])[F:37])=[C:22]([C:38]([F:41])([F:39])[F:40])[CH:21]=3)[CH:16]=[C:11]2[N:10]=1. Given the reactants [F:1][C:2]1[C:7]([F:8])=[CH:6][CH:5]=[CH:4][C:3]=1[C:9]1[N:17]=[C:12]2[CH:13]=[N:14][NH:15][CH:16]=[C:11]2[N:10]=1.Br[CH2:19][C:20]1[CH:21]=[C:22]([C:38]([F:41])([F:40])[F:39])[C:23]([C:26]2[CH:31]=[CH:30][C:29]([O:32][CH3:33])=[CH:28][C:27]=2[C:34]([F:37])([F:36])[F:35])=[N:24][CH:25]=1, predict the reaction product. (3) Given the reactants Br[C:2]1[CH:3]=[N:4][N:5]([CH3:9])[C:6]=1[O:7][CH3:8].[Cl:10][C:11]1[C:16]([F:17])=[CH:15][CH:14]=[C:13]([O:18][CH3:19])[C:12]=1[C@H:20]([C:22]1[C:30]2[C:25](=[N:26][CH:27]=[C:28](B3OC(C)(C)C(C)(C)O3)[CH:29]=2)[NH:24][CH:23]=1)[CH3:21].C(=O)([O-])[O-].[K+].[K+].ClCCl, predict the reaction product. The product is: [Cl:10][C:11]1[C:16]([F:17])=[CH:15][CH:14]=[C:13]([O:18][CH3:19])[C:12]=1[C@H:20]([C:22]1[C:30]2[C:25](=[N:26][CH:27]=[C:28]([C:2]3[CH:3]=[N:4][N:5]([CH3:9])[C:6]=3[O:7][CH3:8])[CH:29]=2)[NH:24][CH:23]=1)[CH3:21]. (4) Given the reactants [CH3:1][C:2]1[CH:29]=[CH:28][CH:27]=[C:26]([N+:30]([O-])=O)[C:3]=1[C:4]([N:6]([C:13](=O)[C@@H:14]([NH:17][C:18](=[O:24])[O:19][C:20]([CH3:23])([CH3:22])[CH3:21])[CH2:15][CH3:16])[C:7]1[CH:12]=[CH:11][CH:10]=[CH:9][CH:8]=1)=[O:5], predict the reaction product. The product is: [CH3:1][C:2]1[CH:29]=[CH:28][CH:27]=[C:26]2[C:3]=1[C:4](=[O:5])[N:6]([C:7]1[CH:12]=[CH:11][CH:10]=[CH:9][CH:8]=1)[C:13]([C@@H:14]([NH:17][C:18](=[O:24])[O:19][C:20]([CH3:23])([CH3:22])[CH3:21])[CH2:15][CH3:16])=[N:30]2. (5) Given the reactants C([O:3][C:4](=[O:24])[CH2:5][N:6]1[C:10]2([CH2:15][CH2:14][CH2:13][CH2:12][CH2:11]2)[N:9]=[C:8]([C:16]2[CH:21]=[CH:20][C:19]([Cl:22])=[CH:18][CH:17]=2)[C:7]1=[O:23])C.[OH-].[Na+], predict the reaction product. The product is: [Cl:22][C:19]1[CH:20]=[CH:21][C:16]([C:8]2[C:7](=[O:23])[N:6]([CH2:5][C:4]([OH:24])=[O:3])[C:10]3([CH2:15][CH2:14][CH2:13][CH2:12][CH2:11]3)[N:9]=2)=[CH:17][CH:18]=1.